Dataset: Forward reaction prediction with 1.9M reactions from USPTO patents (1976-2016). Task: Predict the product of the given reaction. (1) Given the reactants [CH3:1][O:2][C:3]1[CH:8]=[CH:7][CH:6]=[CH:5][C:4]=1/[C:9](=[N:11]/[C:12]1[CH:17]=[CH:16][CH:15]=[CH:14][C:13]=1[C:18](F)(F)F)/[CH3:10].[CH3:22][C:23]([CH3:26])([O-:25])[CH3:24].[K+], predict the reaction product. The product is: [C:23]([O:25][C:18]1[C:13]2[C:12](=[CH:17][CH:16]=[CH:15][CH:14]=2)[N:11]=[C:9]([C:4]2[CH:5]=[CH:6][CH:7]=[CH:8][C:3]=2[O:2][CH3:1])[CH:10]=1)([CH3:26])([CH3:24])[CH3:22]. (2) Given the reactants [C:1]([C:3]1[C:8]([O:9][CH2:10][C:11]([CH3:19])([CH3:18])[C:12](=[O:17])[NH:13][CH2:14][CH2:15][CH3:16])=[CH:7][CH:6]=[CH:5][C:4]=1[NH:20][C:21]([NH:23]C(=O)C1C=CC=CC=1)=[O:22])#[N:2].[OH-].[Na+], predict the reaction product. The product is: [NH2:2][C:1]1[C:3]2[C:4](=[CH:5][CH:6]=[CH:7][C:8]=2[O:9][CH2:10][C:11]([CH3:19])([CH3:18])[C:12]([NH:13][CH2:14][CH2:15][CH3:16])=[O:17])[NH:20][C:21](=[O:22])[N:23]=1. (3) Given the reactants [Cl:1][C:2]1[CH:7]=[CH:6][C:5]([C:8]2[N:9]=[C:10]([NH:16][C:17]3[CH:22]=[C:21]([CH:23]=O)[CH:20]=[CH:19][C:18]=3[N+:25]([O-:27])=[O:26])[S:11][C:12]=2[C:13]([NH2:15])=[O:14])=[CH:4][CH:3]=1.C(O[BH-](OC(=O)C)OC(=O)C)(=O)C.[Na+].[CH3:42][N:43]1[CH2:48][CH2:47][NH:46][CH2:45][CH2:44]1, predict the reaction product. The product is: [Cl:1][C:2]1[CH:3]=[CH:4][C:5]([C:8]2[N:9]=[C:10]([NH:16][C:17]3[CH:22]=[C:21]([CH2:23][N:46]4[CH2:47][CH2:48][N:43]([CH3:42])[CH2:44][CH2:45]4)[CH:20]=[CH:19][C:18]=3[N+:25]([O-:27])=[O:26])[S:11][C:12]=2[C:13]([NH2:15])=[O:14])=[CH:6][CH:7]=1. (4) Given the reactants [CH3:1][N:2]1[C:10]2[N:9]=[C:8]([Cl:11])[N:7]([CH2:12][CH:13]=[C:14]([CH3:16])[CH3:15])[C:6]=2[C:5](=[O:17])[NH:4][C:3]1=[O:18].Br[CH2:20][C:21]([C:23]1[CH:28]=[CH:27][CH:26]=[CH:25][C:24]=1[N+:29]([O-:31])=[O:30])=[O:22].C(=O)([O-])[O-].[K+].[K+].[OH-].[Na+], predict the reaction product. The product is: [N+:29]([C:24]1[CH:25]=[CH:26][CH:27]=[CH:28][C:23]=1[C:21](=[O:22])[CH2:20][N:4]1[C:5](=[O:17])[C:6]2[N:7]([CH2:12][CH:13]=[C:14]([CH3:15])[CH3:16])[C:8]([Cl:11])=[N:9][C:10]=2[N:2]([CH3:1])[C:3]1=[O:18])([O-:31])=[O:30]. (5) The product is: [CH:1]1[C:11]2[CH:10]=[CH:9][C:8]3[CH:12]=[CH:13][CH:14]=[CH:15][C:7]=3[NH:6][C:5]=2[CH:4]=[CH:3][C:2]=1[OH:16]. Given the reactants [CH:1]1[C:2](=[O:16])[CH:3]=[CH:4][C:5]2=[N:6][C:7]3[CH:15]=[CH:14][CH:13]=[CH:12][C:8]=3[CH:9]=[CH:10][C:11]=12.[O-]S(S([O-])=O)=O.[Na+].[Na+], predict the reaction product.